Dataset: Reaction yield outcomes from USPTO patents with 853,638 reactions. Task: Predict the reaction yield, written as a fraction of the theoretical maximum amount of product (1.0 means a 100% yield; for example, 0.34 means a 34% yield). (1) The reactants are C([N:8]1[C:17]2[C:12](=[CH:13][CH:14]=[CH:15][N:16]=2)[C:11]([S:18][C:19]2[CH:24]=[CH:23][C:22]([Br:25])=[CH:21][CH:20]=2)=[CH:10][C:9]1=[O:26])C1C=CC=CC=1.Br.[OH-].[Na+]. The catalyst is O. The product is [Br:25][C:22]1[CH:23]=[CH:24][C:19]([S:18][C:11]2[C:12]3[C:17](=[N:16][CH:15]=[CH:14][CH:13]=3)[NH:8][C:9](=[O:26])[CH:10]=2)=[CH:20][CH:21]=1. The yield is 0.190. (2) The reactants are [Cl-].O[NH3+:3].[C:4](=[O:7])([O-])[OH:5].[Na+].CS(C)=O.[CH2:13]([C:17]1[N:18]=[C:19]([CH3:46])[N:20]([CH2:39][C:40]2[N:41]=[C:42]([CH3:45])[S:43][CH:44]=2)[C:21](=[O:38])[C:22]=1[CH2:23][C:24]1[CH:29]=[CH:28][C:27]([C:30]2[C:31]([C:36]#[N:37])=[CH:32][CH:33]=[CH:34][CH:35]=2)=[CH:26][CH:25]=1)[CH2:14][CH2:15][CH3:16]. The catalyst is C(OCC)(=O)C. The product is [CH2:13]([C:17]1[N:18]=[C:19]([CH3:46])[N:20]([CH2:39][C:40]2[N:41]=[C:42]([CH3:45])[S:43][CH:44]=2)[C:21](=[O:38])[C:22]=1[CH2:23][C:24]1[CH:25]=[CH:26][C:27]([C:30]2[CH:35]=[CH:34][CH:33]=[CH:32][C:31]=2[C:36]2[NH:3][C:4](=[O:7])[O:5][N:37]=2)=[CH:28][CH:29]=1)[CH2:14][CH2:15][CH3:16]. The yield is 0.870. (3) The yield is 0.790. The reactants are I.[NH2:2][C:3]1[C:4]([C:11]([NH:13][C:14](=[NH:17])SC)=[O:12])=[N:5][C:6]([Cl:10])=[C:7]([NH2:9])[N:8]=1.C([N:20](CC)CC)C.Cl.N[CH2:27][CH2:28][CH2:29][CH2:30][C:31]1[CH:42]=[CH:41][C:34]([C:35]([NH:37][CH2:38][CH2:39][OH:40])=[O:36])=[CH:33][CH:32]=1. The catalyst is C1COCC1.CO. The product is [ClH:10].[NH2:2][C:3]1[C:4]([C:11]([N:13]([CH2:27][CH2:28][CH2:29][CH2:30][C:31]2[CH:42]=[CH:41][C:34]([C:35]([NH:37][CH2:38][CH2:39][OH:40])=[O:36])=[CH:33][CH:32]=2)[C:14]([NH2:17])=[NH:20])=[O:12])=[N:5][C:6]([Cl:10])=[C:7]([NH2:9])[N:8]=1. (4) The reactants are [Br:1][CH2:2][C:3](=O)[C@@H:4]([NH:15]C(=O)OC(C)(C)C)[CH2:5][C:6]1[CH:11]=[CH:10][C:9]([N+:12]([O-:14])=[O:13])=[CH:8][CH:7]=1.[S:24]1[CH:28]=[CH:27][CH:26]=[C:25]1[C:29](=[S:31])[NH2:30].C(OCC)C. The catalyst is CC#N. The product is [BrH:1].[N+:12]([C:9]1[CH:8]=[CH:7][C:6]([CH2:5][C@@H:4]([C:3]2[N:30]=[C:29]([C:25]3[S:24][CH:28]=[CH:27][CH:26]=3)[S:31][CH:2]=2)[NH2:15])=[CH:11][CH:10]=1)([O-:14])=[O:13]. The yield is 0.870.